The task is: Regression. Given two drug SMILES strings and cell line genomic features, predict the synergy score measuring deviation from expected non-interaction effect.. This data is from Merck oncology drug combination screen with 23,052 pairs across 39 cell lines. (1) Drug 1: CC1CC2C3CCC4=CC(=O)C=CC4(C)C3(F)C(O)CC2(C)C1(O)C(=O)CO. Drug 2: O=C(NOCC(O)CO)c1ccc(F)c(F)c1Nc1ccc(I)cc1F. Cell line: ES2. Synergy scores: synergy=-8.66. (2) Drug 1: O=P1(N(CCCl)CCCl)NCCCO1. Drug 2: CCc1cnn2c(NCc3ccc[n+]([O-])c3)cc(N3CCCCC3CCO)nc12. Cell line: A2780. Synergy scores: synergy=-3.25. (3) Drug 1: NC(=O)c1cccc2cn(-c3ccc(C4CCCNC4)cc3)nc12. Drug 2: COC1=C2CC(C)CC(OC)C(O)C(C)C=C(C)C(OC(N)=O)C(OC)C=CC=C(C)C(=O)NC(=CC1=O)C2=O. Cell line: SW837. Synergy scores: synergy=-159. (4) Drug 1: Cn1nnc2c(C(N)=O)ncn2c1=O. Drug 2: CS(=O)(=O)CCNCc1ccc(-c2ccc3ncnc(Nc4ccc(OCc5cccc(F)c5)c(Cl)c4)c3c2)o1. Cell line: COLO320DM. Synergy scores: synergy=1.59. (5) Drug 1: C=CCn1c(=O)c2cnc(Nc3ccc(N4CCN(C)CC4)cc3)nc2n1-c1cccc(C(C)(C)O)n1. Drug 2: COC1=C2CC(C)CC(OC)C(O)C(C)C=C(C)C(OC(N)=O)C(OC)C=CC=C(C)C(=O)NC(=CC1=O)C2=O. Cell line: UACC62. Synergy scores: synergy=15.3. (6) Drug 1: O=C(CCCCCCC(=O)Nc1ccccc1)NO. Drug 2: Nc1ccn(C2OC(CO)C(O)C2(F)F)c(=O)n1. Cell line: SKOV3. Synergy scores: synergy=-4.17. (7) Drug 1: CN1C(=O)C=CC2(C)C3CCC4(C)C(NC(=O)OCC(F)(F)F)CCC4C3CCC12. Drug 2: O=C(O)C1(Cc2cccc(Nc3nccs3)n2)CCC(Oc2cccc(Cl)c2F)CC1. Cell line: MSTO. Synergy scores: synergy=-8.88. (8) Drug 1: O=C(NOCC(O)CO)c1ccc(F)c(F)c1Nc1ccc(I)cc1F. Drug 2: Cn1c(=O)n(-c2ccc(C(C)(C)C#N)cc2)c2c3cc(-c4cnc5ccccc5c4)ccc3ncc21. Cell line: T47D. Synergy scores: synergy=148. (9) Drug 1: CCC1(O)CC2CN(CCc3c([nH]c4ccccc34)C(C(=O)OC)(c3cc4c(cc3OC)N(C)C3C(O)(C(=O)OC)C(OC(C)=O)C5(CC)C=CCN6CCC43C65)C2)C1. Drug 2: NC(=O)c1cccc2cn(-c3ccc(C4CCCNC4)cc3)nc12. Cell line: HT29. Synergy scores: synergy=-10.1.